Dataset: Forward reaction prediction with 1.9M reactions from USPTO patents (1976-2016). Task: Predict the product of the given reaction. (1) Given the reactants Br[C:2]1[C:10]2[S:9][C:8]([CH2:11][OH:12])=[CH:7][C:6]=2[C:5]([F:13])=[CH:4][CH:3]=1.[CH2:14]([O:16][C:17]([C:19]1[CH:20]=[C:21](B(O)O)[CH:22]=[CH:23][CH:24]=1)=[O:18])[CH3:15].COCCOC, predict the reaction product. The product is: [F:13][C:5]1[C:6]2[CH:7]=[C:8]([CH2:11][OH:12])[S:9][C:10]=2[C:2]([C:23]2[CH:24]=[C:19]([CH:20]=[CH:21][CH:22]=2)[C:17]([O:16][CH2:14][CH3:15])=[O:18])=[CH:3][CH:4]=1. (2) Given the reactants [CH2:1]([O:8][C:9]1[CH:14]=[C:13]([F:15])[C:12]([F:16])=[CH:11][C:10]=1[N+:17]([O-])=O)[C:2]1[CH:7]=[CH:6][CH:5]=[CH:4][CH:3]=1, predict the reaction product. The product is: [CH2:1]([O:8][C:9]1[CH:14]=[C:13]([F:15])[C:12]([F:16])=[CH:11][C:10]=1[NH2:17])[C:2]1[CH:3]=[CH:4][CH:5]=[CH:6][CH:7]=1. (3) Given the reactants [Cl:1][C:2]1[C:7]([C:8]([OH:10])=[O:9])=[CH:6][CH:5]=[C:4]([CH3:11])[N:3]=1.Cl.[CH3:13]O, predict the reaction product. The product is: [Cl:1][C:2]1[N:3]=[C:4]([CH3:11])[CH:5]=[CH:6][C:7]=1[C:8]([O:10][CH3:13])=[O:9]. (4) Given the reactants [C:1]([O:5][C:6]([N:8]1[CH2:13][CH2:12][CH:11]([C:14]([OH:16])=O)[CH2:10][CH2:9]1)=[O:7])([CH3:4])([CH3:3])[CH3:2].C(C1NC=CN=1)(C1NC=CN=1)=O.[N:29]1[CH:34]=[CH:33][CH:32]=[CH:31][C:30]=1[C:35](=[N:37][NH2:38])[NH2:36], predict the reaction product. The product is: [NH2:36]/[C:35](/[C:30]1[CH:31]=[CH:32][CH:33]=[CH:34][N:29]=1)=[N:37]\[NH:38][C:14]([CH:11]1[CH2:10][CH2:9][N:8]([C:6]([O:5][C:1]([CH3:2])([CH3:3])[CH3:4])=[O:7])[CH2:13][CH2:12]1)=[O:16]. (5) Given the reactants O[C:2]1[CH:9]=[CH:8][C:5]([CH:6]=[O:7])=[CH:4][CH:3]=1.[CH2:10]([O:12][C:13]([S:15][CH2:16][CH2:17][CH2:18][CH2:19][CH2:20][CH2:21][CH2:22][CH2:23][CH2:24][CH2:25][O:26][C:27]1[CH:35]=[CH:34][C:30]([C:31]([OH:33])=[O:32])=[CH:29][CH:28]=1)=[S:14])[CH3:11].C1CCC(N=C=NC2CCCCC2)CC1, predict the reaction product. The product is: [CH2:10]([O:12][C:13]([S:15][CH2:16][CH2:17][CH2:18][CH2:19][CH2:20][CH2:21][CH2:22][CH2:23][CH2:24][CH2:25][O:26][C:27]1[CH:28]=[CH:29][C:30]([C:31]([O:33][C:2]2[CH:9]=[CH:8][C:5]([CH:6]=[O:7])=[CH:4][CH:3]=2)=[O:32])=[CH:34][CH:35]=1)=[S:14])[CH3:11].